Dataset: Forward reaction prediction with 1.9M reactions from USPTO patents (1976-2016). Task: Predict the product of the given reaction. (1) Given the reactants NN.[N+:3]([C:6]1[CH:7]=[C:8]2[C:12](=[CH:13][CH:14]=1)[NH:11][CH:10]=[CH:9]2)([O-])=O, predict the reaction product. The product is: [NH2:3][C:6]1[CH:7]=[C:8]2[C:12](=[CH:13][CH:14]=1)[NH:11][CH:10]=[CH:9]2. (2) Given the reactants [CH3:1][N:2]([CH3:24])[C:3]1[CH:8]=[CH:7][C:6]([N:9]2[C:18](=[O:19])[C:17]3[C:12](=[CH:13][CH:14]=[CH:15][CH:16]=3)[N:11]=[C:10]2[CH:20]([NH:22][CH3:23])[CH3:21])=[CH:5][CH:4]=1.[C:25]([C:29]1[CH:34]=[CH:33][C:32]([S:35](Cl)(=[O:37])=[O:36])=[CH:31][CH:30]=1)([CH3:28])([CH3:27])[CH3:26], predict the reaction product. The product is: [C:25]([C:29]1[CH:34]=[CH:33][C:32]([S:35]([N:22]([CH:20]([C:10]2[N:9]([C:6]3[CH:7]=[CH:8][C:3]([N:2]([CH3:1])[CH3:24])=[CH:4][CH:5]=3)[C:18](=[O:19])[C:17]3[C:12](=[CH:13][CH:14]=[CH:15][CH:16]=3)[N:11]=2)[CH3:21])[CH3:23])(=[O:37])=[O:36])=[CH:31][CH:30]=1)([CH3:28])([CH3:26])[CH3:27]. (3) Given the reactants [F:1][C:2]1[CH:7]=[CH:6][C:5]([F:8])=[CH:4][C:3]=1[CH2:9][OH:10].Cl[C:12]1[CH:13]=[C:14]2[N:21]([CH3:22])[C:20]([CH3:24])([CH3:23])[CH2:19][N:15]2[C:16](=[O:18])[N:17]=1, predict the reaction product. The product is: [F:1][C:2]1[CH:7]=[CH:6][C:5]([F:8])=[CH:4][C:3]=1[CH2:9][O:10][C:12]1[CH:13]=[C:14]2[N:21]([CH3:22])[C:20]([CH3:24])([CH3:23])[CH2:19][N:15]2[C:16](=[O:18])[N:17]=1. (4) Given the reactants [CH3:1][C:2]([CH3:22])=[CH:3][CH2:4][CH2:5]/[C:6](/[CH3:21])=[CH:7]/[CH2:8][CH2:9]/[C:10](/[CH3:20])=[CH:11]/[CH2:12][S:13][CH2:14][C@H:15]([NH2:19])[C:16]([OH:18])=[O:17].[CH2:23]1[C@H:30]([N:31]2[C:40](=[O:41])[C:39]3[C:34](=[CH:35][CH:36]=[CH:37][CH:38]=3)[C:32]2=[O:33])[C:28](=[O:29])[O:27][C:25](=[O:26])[CH2:24]1.C(N(CC)C(C)C)(C)C, predict the reaction product. The product is: [C:16]([C@@H:15]([NH:19][C:25](=[O:26])[CH2:24][CH2:23][C@H:30]([N:31]1[C:40](=[O:41])[C:39]2[C:34](=[CH:35][CH:36]=[CH:37][CH:38]=2)[C:32]1=[O:33])[C:28]([OH:29])=[O:27])[CH2:14][S:13][CH2:12]/[CH:11]=[C:10](\[CH3:20])/[CH2:9][CH2:8]/[CH:7]=[C:6](\[CH3:21])/[CH2:5][CH2:4][CH:3]=[C:2]([CH3:22])[CH3:1])([OH:18])=[O:17]. (5) Given the reactants [N+:1]([C:4]1[CH:5]=[C:6]([C:41]([O:43][CH2:44][CH2:45][CH2:46][CH2:47][CH2:48][CH2:49][O:50][C:51]2[CH:56]=[CH:55][C:54]([C:57]3[CH:62]=[CH:61][CH:60]=[CH:59][CH:58]=3)=[CH:53][CH:52]=2)=[O:42])[C:7]([C:10]2[C:11]([C:19]([O:21][CH2:22][CH2:23][CH2:24][CH2:25][CH2:26][CH2:27][O:28][C:29]3[CH:34]=[CH:33][C:32]([C:35]4[CH:40]=[CH:39][CH:38]=[CH:37][CH:36]=4)=[CH:31][CH:30]=3)=[O:20])=[CH:12][C:13]([N+:16]([O-])=O)=[CH:14][CH:15]=2)=[CH:8][CH:9]=1)([O-])=O, predict the reaction product. The product is: [NH2:16][C:13]1[CH:12]=[C:11]([C:19]([O:21][CH2:22][CH2:23][CH2:24][CH2:25][CH2:26][CH2:27][O:28][C:29]2[CH:30]=[CH:31][C:32]([C:35]3[CH:36]=[CH:37][CH:38]=[CH:39][CH:40]=3)=[CH:33][CH:34]=2)=[O:20])[C:10]([C:7]2[C:6]([C:41]([O:43][CH2:44][CH2:45][CH2:46][CH2:47][CH2:48][CH2:49][O:50][C:51]3[CH:56]=[CH:55][C:54]([C:57]4[CH:62]=[CH:61][CH:60]=[CH:59][CH:58]=4)=[CH:53][CH:52]=3)=[O:42])=[CH:5][C:4]([NH2:1])=[CH:9][CH:8]=2)=[CH:15][CH:14]=1. (6) Given the reactants [CH2:1]([N:8]1[CH2:13][CH:12]=[C:11]([N:14]2CCCC2)[CH2:10][CH2:9]1)[C:2]1[CH:7]=[CH:6][CH:5]=[CH:4][CH:3]=1.Br.Br[CH2:21][C:22]([C:24]1[CH:29]=[CH:28][N:27]=[CH:26][CH:25]=1)=O.O, predict the reaction product. The product is: [CH2:1]([N:8]1[CH2:13][CH2:12][C:11]2[NH:14][C:22]([C:24]3[CH:29]=[CH:28][N:27]=[CH:26][CH:25]=3)=[CH:21][C:10]=2[CH2:9]1)[C:2]1[CH:3]=[CH:4][CH:5]=[CH:6][CH:7]=1. (7) The product is: [CH:27]1([CH2:26][CH:25]([N:10]2[C:9](=[O:21])[CH:8]=[C:13]([O:6][CH:1]3[CH2:5][CH2:4][CH2:3][CH2:2]3)[CH:12]=[N:11]2)[C:24]([OH:23])=[O:33])[CH2:31][CH2:30][CH2:29][CH2:28]1. Given the reactants [CH:1]1([OH:6])[CH2:5][CH2:4][CH2:3][CH2:2]1.Cl[C:8]1[C:9](=[O:21])[N:10](C2CCCCO2)[N:11]=[CH:12][C:13]=1Cl.C[O:23][C:24](=[O:33])[CH:25](Br)[CH2:26][CH:27]1[CH2:31][CH2:30][CH2:29][CH2:28]1, predict the reaction product.